From a dataset of Forward reaction prediction with 1.9M reactions from USPTO patents (1976-2016). Predict the product of the given reaction. Given the reactants [CH2:1]([C@@H:8]1[CH2:13][N:12]([C:14]([O:16][C:17]([CH3:20])([CH3:19])[CH3:18])=[O:15])[CH2:11][CH2:10][N:9]1[C:21]([C:23]1[C:27]([C:28]2[CH:33]=[CH:32][CH:31]=[CH:30][CH:29]=2)=[C:26]([C:34]2[CH:39]=[CH:38][CH:37]=[CH:36][CH:35]=2)[N:25]([CH2:40][C:41](O)=[O:42])[N:24]=1)=[O:22])[C:2]1[CH:7]=[CH:6][CH:5]=[CH:4][CH:3]=1.[NH2:44][CH2:45][CH2:46][OH:47].CCN=C=NCCCN(C)C.Cl.C1C=CC2N(O)N=NC=2C=1.C(=O)(O)[O-].[Na+], predict the reaction product. The product is: [CH2:1]([C@H:8]1[N:9]([C:21]([C:23]2[C:27]([C:28]3[CH:33]=[CH:32][CH:31]=[CH:30][CH:29]=3)=[C:26]([C:34]3[CH:39]=[CH:38][CH:37]=[CH:36][CH:35]=3)[N:25]([CH2:40][C:41]([NH:44][CH2:45][CH2:46][OH:47])=[O:42])[N:24]=2)=[O:22])[CH2:10][CH2:11][N:12]([C:14]([O:16][C:17]([CH3:19])([CH3:18])[CH3:20])=[O:15])[CH2:13]1)[C:2]1[CH:7]=[CH:6][CH:5]=[CH:4][CH:3]=1.